This data is from Forward reaction prediction with 1.9M reactions from USPTO patents (1976-2016). The task is: Predict the product of the given reaction. (1) Given the reactants Br[C:2]1[CH:3]=[C:4]([O:12][CH3:13])[C:5]([N+:9]([O-:11])=[O:10])=[C:6]([F:8])[CH:7]=1.[C:14]([Cu])#[N:15].C(OCC)(=O)C, predict the reaction product. The product is: [F:8][C:6]1[CH:7]=[C:2]([CH:3]=[C:4]([O:12][CH3:13])[C:5]=1[N+:9]([O-:11])=[O:10])[C:14]#[N:15]. (2) Given the reactants Br[C:2]1[N:7]=[C:6]([C:8]2[CH:13]=[CH:12][CH:11]=[C:10](Br)[N:9]=2)[CH:5]=[CH:4][CH:3]=1.[CH3:15][O:16][C:17]1[CH:22]=[CH:21][CH:20]=[CH:19][C:18]=1B(O)O.[CH:26]1[CH:31]=[CH:30][C:29](P([C:26]2[CH:31]=[CH:30][CH:29]=[CH:28][CH:27]=2)[C:26]2[CH:31]=[CH:30][CH:29]=[CH:28][CH:27]=2)=[CH:28][CH:27]=1.[C:45](=O)([O-])[O-:46].[K+].[K+], predict the reaction product. The product is: [CH3:15][O:16][C:17]1[CH:22]=[CH:21][CH:20]=[CH:19][C:18]=1[C:2]1[N:7]=[C:6]([C:8]2[CH:13]=[CH:12][CH:11]=[C:10]([C:30]3[CH:31]=[CH:26][CH:27]=[CH:28][C:29]=3[O:46][CH3:45])[N:9]=2)[CH:5]=[CH:4][CH:3]=1. (3) Given the reactants Cl.[F:2][C:3]1[CH:4]=[C:5]2[C:10](=[CH:11][CH:12]=1)[N:9]=[CH:8][CH:7]=[C:6]2[N:13]1[CH2:18][CH2:17][NH:16][CH2:15][CH2:14]1.C([O-])([O-])=O.[K+].[K+].Br[CH:26]([CH2:32][CH2:33][CH3:34])[C:27]([O:29][CH2:30][CH3:31])=[O:28], predict the reaction product. The product is: [F:2][C:3]1[CH:4]=[C:5]2[C:10](=[CH:11][CH:12]=1)[N:9]=[CH:8][CH:7]=[C:6]2[N:13]1[CH2:14][CH2:15][N:16]([CH:26]([CH2:32][CH2:33][CH3:34])[C:27]([O:29][CH2:30][CH3:31])=[O:28])[CH2:17][CH2:18]1. (4) Given the reactants [O:1]1[C:6]2=[CH:7][CH:8]=[CH:9][C:5]2=[CH:4][C:3](C(CC)C#N)=[CH:2]1.[OH-].[NH4+:16], predict the reaction product. The product is: [O:1]1[C:6]2=[CH:7][CH:8]=[CH:9][C:5]2=[CH:4][C:3]([NH:16][CH2:2][CH2:3][CH2:4][CH3:5])=[CH:2]1. (5) Given the reactants [N:1]1[S:2][N:3]=[C:4]2[CH:9]=[C:8]([C:10]3[O:14][C:13]([CH3:16])([CH3:15])[C:12](=[O:17])[C:11]=3Br)[CH:7]=[CH:6][C:5]=12.[N:19]1[C:28]2[C:23](=[CH:24][CH:25]=[CH:26][CH:27]=2)[CH:22]=[CH:21][CH:20]=1.[C:29]([O-:32])([O-])=O.[Cs+].[Cs+], predict the reaction product. The product is: [N:1]1[S:2][N:3]=[C:4]2[CH:9]=[C:8]([C:10]3[O:14][C:13]([CH3:16])([CH3:15])[C:12](=[O:17])[C:11]=3[C:4]3[CH:9]=[CH:8][C:7]([O:32][CH2:29][C:20]4[CH:21]=[CH:22][C:23]5[C:28](=[CH:27][CH:26]=[CH:25][CH:24]=5)[N:19]=4)=[CH:6][CH:5]=3)[CH:7]=[CH:6][C:5]=12. (6) Given the reactants Br[C:2]1[CH:7]=[CH:6][C:5]([CH:8]([C:21]2[CH:26]=[CH:25][C:24]([F:27])=[CH:23][C:22]=2[CH3:28])[CH2:9]/[C:10](/[C:13]2[CH:14]=[CH:15][C:16](=[O:20])[N:17]([CH3:19])[CH:18]=2)=[N:11]\[OH:12])=[CH:4][CH:3]=1.CC1(C)C(C)(C)OB([C:37]2[CH:42]=[CH:41][C:40]([S:43]([NH2:46])(=[O:45])=[O:44])=[CH:39][CH:38]=2)O1, predict the reaction product. The product is: [F:27][C:24]1[CH:25]=[CH:26][C:21]([CH:8]([C:5]2[CH:4]=[CH:3][C:2]([C:37]3[CH:42]=[CH:41][C:40]([S:43]([NH2:46])(=[O:45])=[O:44])=[CH:39][CH:38]=3)=[CH:7][CH:6]=2)[CH2:9]/[C:10](=[N:11]\[OH:12])/[C:13]2[CH:14]=[CH:15][C:16](=[O:20])[N:17]([CH3:19])[CH:18]=2)=[C:22]([CH3:28])[CH:23]=1. (7) Given the reactants [O:1]=[C:2]([CH3:36])[S:3][CH2:4][CH2:5][CH2:6][CH2:7][CH2:8][CH2:9][CH2:10][CH2:11][CH2:12][CH2:13][CH2:14][O:15][CH2:16][CH2:17][O:18][CH2:19][CH2:20][O:21][CH2:22][CH2:23][O:24][C:25]1[CH:35]=[CH:34][C:28]([O:29][CH2:30][C:31]([OH:33])=O)=[CH:27][CH:26]=1.ON1C(=O)CCC1=O.C1(N=C=NC2CCCCC2)CCCCC1.[C:60]([O:64][C:65](=[O:80])[CH2:66][O:67][CH2:68][CH2:69][O:70][CH2:71][CH2:72][O:73][CH2:74][CH2:75][O:76][CH2:77][CH2:78][NH2:79])([CH3:63])([CH3:62])[CH3:61].C(N(CC)CC)C, predict the reaction product. The product is: [O:33]=[C:31]([NH:79][CH2:78][CH2:77][O:76][CH2:75][CH2:74][O:73][CH2:72][CH2:71][O:70][CH2:69][CH2:68][O:67][CH2:66][C:65]([O:64][C:60]([CH3:63])([CH3:62])[CH3:61])=[O:80])[CH2:30][O:29][C:28]1[CH:27]=[CH:26][C:25]([O:24][CH2:23][CH2:22][O:21][CH2:20][CH2:19][O:18][CH2:17][CH2:16][O:15][CH2:14][CH2:13][CH2:12][CH2:11][CH2:10][CH2:9][CH2:8][CH2:7][CH2:6][CH2:5][CH2:4][S:3][C:2](=[O:1])[CH3:36])=[CH:35][CH:34]=1. (8) Given the reactants [CH3:1][C:2]1([NH:17][C:18](=[O:24])[O:19][C:20]([CH3:23])([CH3:22])[CH3:21])[CH2:7][CH2:6][N:5]([C:8]2[C:9]([N+:14]([O-])=O)=[N:10][CH:11]=[CH:12][CH:13]=2)[CH2:4][CH2:3]1, predict the reaction product. The product is: [NH2:14][C:9]1[C:8]([N:5]2[CH2:6][CH2:7][C:2]([NH:17][C:18](=[O:24])[O:19][C:20]([CH3:23])([CH3:22])[CH3:21])([CH3:1])[CH2:3][CH2:4]2)=[CH:13][CH:12]=[CH:11][N:10]=1. (9) Given the reactants [Cl:1][C:2]1[CH:7]=[CH:6][CH:5]=[C:4]([Cl:8])[C:3]=1[C:9]1[C:13]([CH2:14][O:15][C:16]2[CH:21]=[CH:20][C:19]([C:22]3[S:26][C:25]([C:27](O)=[O:28])=[CH:24][CH:23]=3)=[C:18]([CH3:30])[CH:17]=2)=[C:12]([CH:31]([CH3:33])[CH3:32])[O:11][N:10]=1.Cl.CN(C)CCCN=C=NCC.[CH3:46][S:47]([NH2:50])(=[O:49])=[O:48], predict the reaction product. The product is: [Cl:1][C:2]1[CH:7]=[CH:6][CH:5]=[C:4]([Cl:8])[C:3]=1[C:9]1[C:13]([CH2:14][O:15][C:16]2[CH:21]=[CH:20][C:19]([C:22]3[S:26][C:25]([C:27]([NH:50][S:47]([CH3:46])(=[O:49])=[O:48])=[O:28])=[CH:24][CH:23]=3)=[C:18]([CH3:30])[CH:17]=2)=[C:12]([CH:31]([CH3:32])[CH3:33])[O:11][N:10]=1.